This data is from Catalyst prediction with 721,799 reactions and 888 catalyst types from USPTO. The task is: Predict which catalyst facilitates the given reaction. (1) Reactant: [CH2:1]([NH:8][C:9]1[C:18]2[CH2:17]C[CH2:15][CH2:14][C:13]=2[N:12]=[C:11]([Cl:19])[N:10]=1)[C:2]1[CH:7]=[CH:6][CH:5]=[CH:4][CH:3]=1.CS([O-])=[O:22].[Na+].N1CCC[C@H]1C(O)=O. Product: [CH2:1]([NH:8][C:9]1[C:18]2[CH2:17][O:22][CH2:15][CH2:14][C:13]=2[N:12]=[C:11]([Cl:19])[N:10]=1)[C:2]1[CH:7]=[CH:6][CH:5]=[CH:4][CH:3]=1. The catalyst class is: 156. (2) Reactant: [Cr](Cl)([O-])(=O)=O.[NH+]1C=CC=CC=1.[OH:12][CH:13]1[CH2:18][CH2:17][CH:16]([NH:19][C:20](=[O:24])[CH:21]([CH3:23])[CH3:22])[CH2:15][CH2:14]1. Product: [O:12]=[C:13]1[CH2:14][CH2:15][CH:16]([NH:19][C:20](=[O:24])[CH:21]([CH3:22])[CH3:23])[CH2:17][CH2:18]1. The catalyst class is: 2.